Dataset: hERG Central: cardiac toxicity at 1µM, 10µM, and general inhibition. Task: Predict hERG channel inhibition at various concentrations. (1) The molecule is c1ccc(CCC2CCCCN2Cc2cn[nH]c2-c2cc3ccccc3o2)nc1. Results: hERG_inhib (hERG inhibition (general)): blocker. (2) The compound is O=C(Oc1ccc([N+](=O)[O-])cc1)N1CCC(N2CCCCC2)CC1. Results: hERG_inhib (hERG inhibition (general)): blocker. (3) The compound is Cc1sc2ncnc(N3CCC(C(=O)NCC(=O)Nc4ccc(F)c(F)c4)CC3)c2c1C. Results: hERG_inhib (hERG inhibition (general)): blocker. (4) The drug is CC1(OC(=O)CCc2ccccc2)C(=O)C=C2C=C(c3ccc(C#N)cc3)N(Cc3ccccc3)C=C2C1=O. Results: hERG_inhib (hERG inhibition (general)): blocker. (5) The compound is Cc1c(CC(=O)N2CCN(C(=O)C3COc4ccccc4O3)CC2)c(=O)oc2cc(O)c(Cl)cc12. Results: hERG_inhib (hERG inhibition (general)): blocker.